From a dataset of Catalyst prediction with 721,799 reactions and 888 catalyst types from USPTO. Predict which catalyst facilitates the given reaction. (1) Reactant: C([Si](C)(C)[O:6][C:7]1[CH:12]=[CH:11][C:10]([S:13]([C:16]2[CH:21]=[CH:20][C:19]([C@@H:22]3[CH2:26][CH2:25][N:24]([CH3:27])[CH2:23]3)=[CH:18][CH:17]=2)(=[O:15])=[O:14])=[CH:9][CH:8]=1)(C)(C)C. Product: [CH3:27][N:24]1[CH2:25][CH2:26][C@@H:22]([C:19]2[CH:18]=[CH:17][C:16]([S:13]([C:10]3[CH:11]=[CH:12][C:7]([OH:6])=[CH:8][CH:9]=3)(=[O:15])=[O:14])=[CH:21][CH:20]=2)[CH2:23]1. The catalyst class is: 1. (2) Reactant: Cl[CH:2]([C:7]1[CH:11]=[C:10]([C:12]2[CH:17]=[CH:16][C:15]([F:18])=[CH:14][C:13]=2[CH3:19])[O:9][C:8]=1[CH2:20][O:21][CH3:22])[CH2:3][CH:4]([CH3:6])[CH3:5].[NH2:23][C:24]1[CH:29]=[CH:28][C:27]([C:30]([N:32]([CH3:40])[CH2:33][CH2:34][C:35]([O:37]CC)=[O:36])=[O:31])=[CH:26][CH:25]=1.C(=O)([O-])[O-].[Na+].[Na+].[I-].[Na+]. Product: [F:18][C:15]1[CH:16]=[CH:17][C:12]([C:10]2[O:9][C:8]([CH2:20][O:21][CH3:22])=[C:7]([CH:2]([NH:23][C:24]3[CH:25]=[CH:26][C:27]([C:30]([N:32]([CH3:40])[CH2:33][CH2:34][C:35]([OH:37])=[O:36])=[O:31])=[CH:28][CH:29]=3)[CH2:3][CH:4]([CH3:6])[CH3:5])[CH:11]=2)=[C:13]([CH3:19])[CH:14]=1. The catalyst class is: 395.